From a dataset of Full USPTO retrosynthesis dataset with 1.9M reactions from patents (1976-2016). Predict the reactants needed to synthesize the given product. Given the product [C:1]([O:4][CH2:5][CH2:6][CH2:7][N:8]1[CH:17]=[C:16]([CH:18]=[O:19])[C:15]2[C:10](=[CH:11][CH:12]=[C:13]([C:37]3[CH:38]=[C:33]([C:32](=[O:50])[NH:31][CH:28]4[CH2:29][CH2:30]4)[CH:34]=[C:35]([F:49])[C:36]=3[CH3:48])[CH:14]=2)[C:9]1=[O:21])(=[O:3])[CH3:2], predict the reactants needed to synthesize it. The reactants are: [C:1]([O:4][CH2:5][CH2:6][CH2:7][N:8]1[CH:17]=[C:16]([CH:18]=[O:19])[C:15]2[C:10](=[CH:11][CH:12]=[C:13](Br)[CH:14]=2)[C:9]1=[O:21])(=[O:3])[CH3:2].C(=O)([O-])[O-].[K+].[K+].[CH:28]1([NH:31][C:32](=[O:50])[C:33]2[CH:38]=[C:37](B3OC(C)(C)C(C)(C)O3)[C:36]([CH3:48])=[C:35]([F:49])[CH:34]=2)[CH2:30][CH2:29]1.